This data is from HIV replication inhibition screening data with 41,000+ compounds from the AIDS Antiviral Screen. The task is: Binary Classification. Given a drug SMILES string, predict its activity (active/inactive) in a high-throughput screening assay against a specified biological target. (1) The result is 0 (inactive). The drug is O=c1c2cc([N+](=O)[O-])ccc2n2n1Cc1ccccc1CC2. (2) The drug is O=P1(c2ccccc2)OCC2=C(c3ccccc3)CC2=C1c1ccccc1. The result is 0 (inactive).